The task is: Predict the reactants needed to synthesize the given product.. This data is from Full USPTO retrosynthesis dataset with 1.9M reactions from patents (1976-2016). (1) Given the product [F:1][C:2]1[CH:3]=[CH:4][C:5]([C:8]2[C:13]([CH3:14])=[CH:12][CH:11]=[CH:10][N+:9]=2[O-:23])=[CH:6][CH:7]=1, predict the reactants needed to synthesize it. The reactants are: [F:1][C:2]1[CH:7]=[CH:6][C:5]([C:8]2[C:13]([CH3:14])=[CH:12][CH:11]=[CH:10][N:9]=2)=[CH:4][CH:3]=1.ClC1C=CC=C(C(OO)=[O:23])C=1. (2) Given the product [C:3]([O:17][CH:12]([C:3]1[CH:4]=[C:5]([N+:9]([O-:11])=[O:10])[C:6]([F:8])=[CH:7][C:2]=1[Cl:1])[C:13]([O:15][CH3:16])=[O:14])([CH3:12])([CH3:4])[CH3:2], predict the reactants needed to synthesize it. The reactants are: [Cl:1][C:2]1[CH:7]=[C:6]([F:8])[C:5]([N+:9]([O-:11])=[O:10])=[CH:4][C:3]=1[CH:12]([OH:17])[C:13]([O:15][CH3:16])=[O:14].Cl(O)(=O)(=O)=O.C(=O)(O)[O-].[Na+].O. (3) Given the product [C:1]([O:5][C:6](=[O:34])[NH:7][C:8]1([C:12]2[CH:13]=[CH:14][C:15]([C:18]3[N:19]=[C:20]4[CH:25]=[C:24]([NH:26][C:35](=[O:37])[CH3:36])[CH:23]=[CH:22][N:21]4[C:27]=3[C:28]3[CH:29]=[CH:30][CH:31]=[CH:32][CH:33]=3)=[CH:16][CH:17]=2)[CH2:11][CH2:10][CH2:9]1)([CH3:4])([CH3:2])[CH3:3], predict the reactants needed to synthesize it. The reactants are: [C:1]([O:5][C:6](=[O:34])[NH:7][C:8]1([C:12]2[CH:17]=[CH:16][C:15]([C:18]3[N:19]=[C:20]4[CH:25]=[C:24]([NH2:26])[CH:23]=[CH:22][N:21]4[C:27]=3[C:28]3[CH:33]=[CH:32][CH:31]=[CH:30][CH:29]=3)=[CH:14][CH:13]=2)[CH2:11][CH2:10][CH2:9]1)([CH3:4])([CH3:3])[CH3:2].[C:35](OC(=O)C)(=[O:37])[CH3:36].N1C=CC=CC=1.O. (4) Given the product [CH3:1][O:2][C:3]1[CH:14]=[CH:13][C:6]2[C:7]([CH2:10][CH2:11][N:29]3[CH2:30][CH2:31][N:26]([C:24]4[CH:25]=[C:16]([CH3:15])[CH:17]=[C:18]5[C:23]=4[N:22]=[CH:21][CH:20]=[CH:19]5)[CH2:27][CH2:28]3)=[CH:8][O:9][C:5]=2[CH:4]=1, predict the reactants needed to synthesize it. The reactants are: [CH3:1][O:2][C:3]1[CH:14]=[CH:13][C:6]2[C:7]([CH2:10][CH2:11]I)=[CH:8][O:9][C:5]=2[CH:4]=1.[CH3:15][C:16]1[CH:17]=[C:18]2[C:23](=[C:24]([N:26]3[CH2:31][CH2:30][NH:29][CH2:28][CH2:27]3)[CH:25]=1)[N:22]=[CH:21][CH:20]=[CH:19]2. (5) Given the product [Cl:26][C:4]1[CH:5]=[C:6]([C:8]2[C:16]3[C:11](=[N:12][CH:13]=[CH:14][CH:15]=3)[NH:10][CH:9]=2)[CH:7]=[C:2]([Cl:1])[N:3]=1, predict the reactants needed to synthesize it. The reactants are: [Cl:1][C:2]1[CH:7]=[C:6]([C:8]2[C:16]3[C:11](=[N:12][CH:13]=[CH:14][CH:15]=3)[N:10](S(C3C=CC=CC=3)(=O)=O)[CH:9]=2)[CH:5]=[C:4]([Cl:26])[N:3]=1.[OH-].[K+]. (6) Given the product [CH3:90][CH:89]([CH3:91])[C@H:85]([NH:84][C:82](=[O:83])[O:81][CH3:80])[C:86](=[O:87])[N:33]1[CH2:34][CH2:35][CH2:36][C@H:32]1[C:30]1[NH:31][C:27]([C:18]2[CH:19]=[C:20]3[CH2:26][O:25][C:23]4[C:22]5=[C:13]([CH:12]=[C:11]([C:8]6[NH:7][C:6]([C@@H:2]7[CH2:3][CH2:4][CH2:5][NH:1]7)=[N:10][CH:9]=6)[CH:24]=4)[CH2:14][O:15][C:16]([CH:17]=2)=[C:21]35)=[CH:28][N:29]=1, predict the reactants needed to synthesize it. The reactants are: [NH:1]1[CH2:5][CH2:4][CH2:3][C@H:2]1[C:6]1[NH:7][C:8]([C:11]2[CH:24]=[C:23]3[O:25][CH2:26][C:20]4[C:21]5[C:22]3=[C:13]([CH2:14][O:15][C:16]=5[CH:17]=[C:18]([C:27]3[NH:31][C:30]([C@@H:32]5[CH2:36][CH2:35][CH2:34][N:33]5C(OC(C)(C)C)=O)=[N:29][CH:28]=3)[CH:19]=4)[CH:12]=2)=[CH:9][N:10]=1.N1CCC[C@H]1C1NC(C2C=C3COC4C5=C(C=C(C6NC([C@@H]7CCCN7)=NC=6)C=4)COC(C=2)=C35)=CN=1.[CH3:80][O:81][C:82]([NH:84][C@@H:85]([CH:89]([CH3:91])[CH3:90])[C:86](O)=[O:87])=[O:83].CN(C(ON1N=NC2C=CC=NC1=2)=[N+](C)C)C.F[P-](F)(F)(F)(F)F.CN1CCOCC1. (7) The reactants are: [CH2:1]([C:4]1[C:8]([CH2:9][CH2:10][CH2:11][OH:12])=[CH:7][N:6]([C:13]2[CH:18]=[CH:17][C:16]([C:19]([F:22])([F:21])[F:20])=[CH:15][N:14]=2)[N:5]=1)[CH2:2][CH3:3].O[C:24]1[C:29]([O:30][CH3:31])=[CH:28][CH:27]=[CH:26][C:25]=1[CH2:32][C:33]([O:35]C)=[O:34].C(P(CCCC)CCCC)CCC.N(C(N1CCCCC1)=O)=NC(N1CCCCC1)=O. Given the product [CH3:31][O:30][C:29]1[C:24]([O:12][CH2:11][CH2:10][CH2:9][C:8]2[C:4]([CH2:1][CH2:2][CH3:3])=[N:5][N:6]([C:13]3[CH:18]=[CH:17][C:16]([C:19]([F:21])([F:20])[F:22])=[CH:15][N:14]=3)[CH:7]=2)=[C:25]([CH2:32][C:33]([OH:35])=[O:34])[CH:26]=[CH:27][CH:28]=1, predict the reactants needed to synthesize it. (8) Given the product [CH2:16]([NH:19][C:2]1[N:3]=[C:4]([NH:12][CH:13]([CH3:15])[CH3:14])[C:5]2[S:10][CH:9]=[C:8]([CH3:11])[C:6]=2[N:7]=1)[CH:17]=[CH2:18], predict the reactants needed to synthesize it. The reactants are: Cl[C:2]1[N:3]=[C:4]([NH:12][CH:13]([CH3:15])[CH3:14])[C:5]2[S:10][CH:9]=[C:8]([CH3:11])[C:6]=2[N:7]=1.[CH2:16]([NH2:19])[CH:17]=[CH2:18].C(=O)([O-])O.[Na+].